The task is: Predict which catalyst facilitates the given reaction.. This data is from Catalyst prediction with 721,799 reactions and 888 catalyst types from USPTO. (1) Reactant: [C:1]([O:5][C:6]([N:8]1[CH2:12][C@@H:11]([CH2:13][N:14]([CH:31]([CH3:33])[CH3:32])[C:15](=[O:30])[C:16]2[CH:21]=[CH:20][C:19]([O:22][CH3:23])=[C:18]([O:24][CH2:25][CH2:26][CH2:27][O:28][CH3:29])[CH:17]=2)[C@H:10]([CH2:34][CH2:35][C:36]([O:38]CC)=[O:37])[CH2:9]1)=[O:7])([CH3:4])([CH3:3])[CH3:2].[OH-].[Na+]. Product: [C:1]([O:5][C:6]([N:8]1[CH2:12][C@@H:11]([CH2:13][N:14]([CH:31]([CH3:33])[CH3:32])[C:15](=[O:30])[C:16]2[CH:21]=[CH:20][C:19]([O:22][CH3:23])=[C:18]([O:24][CH2:25][CH2:26][CH2:27][O:28][CH3:29])[CH:17]=2)[C@H:10]([CH2:34][CH2:35][C:36]([OH:38])=[O:37])[CH2:9]1)=[O:7])([CH3:2])([CH3:4])[CH3:3]. The catalyst class is: 8. (2) Reactant: Br[CH2:2][C:3]([NH:5][C@@:6]([C:13]1[CH:18]=[C:17]([Br:19])[CH:16]=[CH:15][C:14]=1[F:20])([CH3:12])[C:7]([F:11])([F:10])[CH2:8][OH:9])=[O:4].CCCCCCC. Product: [Br:19][C:17]1[CH:16]=[CH:15][C:14]([F:20])=[C:13]([C@:6]2([CH3:12])[C:7]([F:11])([F:10])[CH2:8][O:9][CH2:2][C:3](=[O:4])[NH:5]2)[CH:18]=1. The catalyst class is: 13. (3) Reactant: [Cl:1][C:2]1[CH:9]=[C:8]([NH:10][C@H:11]2[CH2:15][CH2:14][N:13]([CH3:16])[CH2:12]2)[CH:7]=[CH:6][C:3]=1[C:4]#[N:5].[H-].[Na+].[F:19][C:20]1[CH:27]=[CH:26][C:23]([CH2:24]Br)=[C:22]([C:28]([F:31])([F:30])[F:29])[CH:21]=1. Product: [Cl:1][C:2]1[CH:9]=[C:8]([N:10]([CH2:24][C:23]2[CH:26]=[CH:27][C:20]([F:19])=[CH:21][C:22]=2[C:28]([F:30])([F:29])[F:31])[C@H:11]2[CH2:15][CH2:14][N:13]([CH3:16])[CH2:12]2)[CH:7]=[CH:6][C:3]=1[C:4]#[N:5]. The catalyst class is: 3. (4) Reactant: [C:1]([O:5][C:6]([NH:8][CH:9]([CH2:14][CH:15]([C:24]#[N:25])[C:16]1[CH:21]=[CH:20][CH:19]=[C:18]([F:22])[C:17]=1[F:23])[C:10](OC)=[O:11])=[O:7])([CH3:4])([CH3:3])[CH3:2]. Product: [C:1]([O:5][C:6](=[O:7])[NH:8][C@H:9]1[CH2:14][C@@H:15]([C:16]2[CH:21]=[CH:20][CH:19]=[C:18]([F:22])[C:17]=2[F:23])[CH2:24][NH:25][C:10]1=[O:11])([CH3:4])([CH3:3])[CH3:2]. The catalyst class is: 105.